Dataset: Catalyst prediction with 721,799 reactions and 888 catalyst types from USPTO. Task: Predict which catalyst facilitates the given reaction. (1) Reactant: C(OC(=O)[NH:7][C:8]1[CH:13]=[CH:12][C:11]([Cl:14])=[CH:10][C:9]=1[CH2:15][C:16](=O)[CH2:17][CH:18]([CH3:20])[CH3:19])(C)(C)C.FC(F)(F)C(O)=O.C(=O)([O-])O.[Na+]. Product: [Cl:14][C:11]1[CH:10]=[C:9]2[C:8](=[CH:13][CH:12]=1)[NH:7][C:16]([CH2:17][CH:18]([CH3:20])[CH3:19])=[CH:15]2. The catalyst class is: 96. (2) Reactant: O.C(=O)([O-])[O-].[Cs+].[Cs+].[NH2:8][C:9]1[C:14]([C:15]2[CH:20]=[CH:19][C:18]([NH:21][C:22]([C:24]3[C:29](=[O:30])[C:28]([C:31]4[CH:36]=[CH:35][C:34]([F:37])=[CH:33][CH:32]=4)=[CH:27][N:26]([CH2:38][CH2:39][F:40])[CH:25]=3)=[O:23])=[CH:17][CH:16]=2)=[CH:13][C:12](Br)=[CH:11][N:10]=1.CC1(C)C(C)(C)OB([C:50]2[CH:51]=[N:52][N:53]([CH:55]3[CH2:60][CH2:59][N:58]([C:61]([O:63][C:64]([CH3:67])([CH3:66])[CH3:65])=[O:62])[CH2:57][CH2:56]3)[CH:54]=2)O1. Product: [NH2:8][C:9]1[N:10]=[CH:11][C:12]([C:50]2[CH:51]=[N:52][N:53]([CH:55]3[CH2:56][CH2:57][N:58]([C:61]([O:63][C:64]([CH3:67])([CH3:66])[CH3:65])=[O:62])[CH2:59][CH2:60]3)[CH:54]=2)=[CH:13][C:14]=1[C:15]1[CH:20]=[CH:19][C:18]([NH:21][C:22]([C:24]2[C:29](=[O:30])[C:28]([C:31]3[CH:36]=[CH:35][C:34]([F:37])=[CH:33][CH:32]=3)=[CH:27][N:26]([CH2:38][CH2:39][F:40])[CH:25]=2)=[O:23])=[CH:17][CH:16]=1. The catalyst class is: 564.